The task is: Predict the reactants needed to synthesize the given product.. This data is from Full USPTO retrosynthesis dataset with 1.9M reactions from patents (1976-2016). (1) Given the product [Br:1][C:2]1[N:6]([S:41]([C:38]2[CH:39]=[N:40][C:35]([CH3:34])=[CH:36][CH:37]=2)(=[O:43])=[O:42])[CH:5]=[C:4]([CH2:7][N:8]([CH3:16])[C:9](=[O:15])[O:10][C:11]([CH3:12])([CH3:13])[CH3:14])[CH:3]=1, predict the reactants needed to synthesize it. The reactants are: [Br:1][C:2]1[NH:6][CH:5]=[C:4]([CH2:7][N:8]([CH3:16])[C:9](=[O:15])[O:10][C:11]([CH3:14])([CH3:13])[CH3:12])[CH:3]=1.[H-].[Na+].C1OCCOCCOCCOCCOC1.[CH3:34][C:35]1[N:40]=[CH:39][C:38]([S:41](Cl)(=[O:43])=[O:42])=[CH:37][CH:36]=1. (2) The reactants are: Cl[C:2]1[C:7]([C:8]([F:11])([F:10])[F:9])=[CH:6][N:5]=[C:4]([NH:12][C:13]2[CH:14]=[N:15][N:16]([CH:18]3[CH2:23][CH2:22][N:21](C(OC(C)(C)C)=O)[CH2:20][CH2:19]3)[CH:17]=2)[N:3]=1.[C:31]([C:33]1[CH:34]=[C:35]([C:39]2([C:42]([NH2:44])=[O:43])[CH2:41][CH2:40]2)[CH:36]=[CH:37][CH:38]=1)#[CH:32].C1C=CC(P(C2C=CC=CC=2)C2C=CC=CC=2)=CC=1.C(O)(C(F)(F)F)=O. Given the product [NH:21]1[CH2:20][CH2:19][CH:18]([N:16]2[CH:17]=[C:13]([NH:12][C:4]3[N:3]=[C:2]([CH2:32][CH2:31][C:33]4[CH:34]=[C:35]([C:39]5([C:42]([NH2:44])=[O:43])[CH2:41][CH2:40]5)[CH:36]=[CH:37][CH:38]=4)[C:7]([C:8]([F:9])([F:10])[F:11])=[CH:6][N:5]=3)[CH:14]=[N:15]2)[CH2:23][CH2:22]1, predict the reactants needed to synthesize it. (3) Given the product [CH:33]1([C:2]2[CH:27]=[CH:26][C:5]([CH2:6][O:7][C:8]3[CH:16]=[CH:15][C:14]4[NH:13][C:12]5[CH:17]([CH2:20][C:21]([OH:23])=[O:22])[CH2:18][CH2:19][C:11]=5[C:10]=4[CH:9]=3)=[CH:4][C:3]=2[C:28]([F:31])([F:30])[F:29])[CH2:35][CH2:34]1, predict the reactants needed to synthesize it. The reactants are: Cl[C:2]1[CH:27]=[CH:26][C:5]([CH2:6][O:7][C:8]2[CH:16]=[CH:15][C:14]3[NH:13][C:12]4[CH:17]([CH2:20][C:21]([O:23]CC)=[O:22])[CH2:18][CH2:19][C:11]=4[C:10]=3[CH:9]=2)=[CH:4][C:3]=1[C:28]([F:31])([F:30])[F:29].[Br-].[CH:33]1([Zn+])[CH2:35][CH2:34]1.